This data is from Catalyst prediction with 721,799 reactions and 888 catalyst types from USPTO. The task is: Predict which catalyst facilitates the given reaction. (1) Reactant: FC(F)(F)C(O)=O.[F:8][C:9]([F:39])([F:38])[O:10][C:11]1[CH:12]=[C:13](/[CH:17]=[CH:18]/[C:19]([N:21]2[CH2:27][CH2:26][C@H:25]3[CH2:28][N:29](C(OC(C)(C)C)=O)[CH2:30][C@H:24]3[CH2:23][CH2:22]2)=[O:20])[CH:14]=[CH:15][CH:16]=1.[OH-].[Na+]. Product: [CH2:30]1[C@H:24]2[CH2:23][CH2:22][N:21]([C:19](=[O:20])/[CH:18]=[CH:17]/[C:13]3[CH:14]=[CH:15][CH:16]=[C:11]([O:10][C:9]([F:8])([F:38])[F:39])[CH:12]=3)[CH2:27][CH2:26][C@H:25]2[CH2:28][NH:29]1. The catalyst class is: 4. (2) Reactant: Cl.[Cl:2][C:3]1[CH:8]=[CH:7][C:6]([C:9]([CH3:15])([CH3:14])[C:10]([NH:12][NH2:13])=[O:11])=[CH:5][C:4]=1[O:16][CH3:17].[F:18][C:19]1[CH:24]=[CH:23][C:22]([N:25]=[C:26]=[S:27])=[CH:21][CH:20]=1.CCN(CC)CC. Product: [Cl:2][C:3]1[CH:8]=[CH:7][C:6]([C:9]([CH3:15])([CH3:14])[C:10]([NH:12][NH:13][C:26](=[S:27])[NH:25][C:22]2[CH:23]=[CH:24][C:19]([F:18])=[CH:20][CH:21]=2)=[O:11])=[CH:5][C:4]=1[O:16][CH3:17]. The catalyst class is: 2.